From a dataset of Forward reaction prediction with 1.9M reactions from USPTO patents (1976-2016). Predict the product of the given reaction. (1) Given the reactants B.O1CCCC1.[F:7][C:8]1[C:16]([F:17])=[CH:15][C:14]([N+:18]([O-:20])=[O:19])=[CH:13][C:9]=1[C:10](O)=[O:11], predict the reaction product. The product is: [F:7][C:8]1[C:16]([F:17])=[CH:15][C:14]([N+:18]([O-:20])=[O:19])=[CH:13][C:9]=1[CH2:10][OH:11]. (2) The product is: [NH2:9][C:3]1[N:4]=[CH:5][N:6]=[C:7]([O:17][C:15]2[CH:16]=[C:11]([NH:10][C:41](=[O:44])[CH:42]=[CH2:43])[CH:12]=[CH:13][C:14]=2[F:18])[C:2]=1[C:29]1[CH:28]=[N:27][C:26]([O:19][C:20]2[CH:25]=[CH:24][CH:23]=[CH:22][CH:21]=2)=[CH:31][CH:30]=1. Given the reactants Cl[C:2]1[C:3]([NH2:9])=[N:4][CH:5]=[N:6][C:7]=1Cl.[NH2:10][C:11]1[CH:12]=[CH:13][C:14]([F:18])=[C:15]([OH:17])[CH:16]=1.[O:19]([C:26]1[CH:31]=[CH:30][C:29](B2OC(C)(C)C(C)(C)O2)=[CH:28][N:27]=1)[C:20]1[CH:25]=[CH:24][CH:23]=[CH:22][CH:21]=1.[C:41](Cl)(=[O:44])[CH:42]=[CH2:43], predict the reaction product.